Dataset: Catalyst prediction with 721,799 reactions and 888 catalyst types from USPTO. Task: Predict which catalyst facilitates the given reaction. (1) Reactant: C(N(CC)CC)C.Cl.[Br:9][C:10]1[CH:19]=[C:18]2[C:13]([C:14]([NH:20][C:21]3[CH:26]=[CH:25][C:24]([F:27])=[C:23]([Cl:28])[CH:22]=3)=[N:15][CH:16]=[N:17]2)=[CH:12][C:11]=1[N+:29]([O-:31])=[O:30]. Product: [Br:9][C:10]1[CH:19]=[C:18]2[C:13]([C:14]([NH:20][C:21]3[CH:26]=[CH:25][C:24]([F:27])=[C:23]([Cl:28])[CH:22]=3)=[N:15][CH:16]=[N:17]2)=[CH:12][C:11]=1[N+:29]([O-:31])=[O:30]. The catalyst class is: 72. (2) Reactant: S(=O)(=O)(O)O.[N+:6]([C:9]1[C:10]([N+:16]([O-])=O)=[C:11]([CH3:15])[CH:12]=[CH:13][CH:14]=1)([O-])=O.[H][H]. Product: [C:11]1([CH3:15])[CH:12]=[CH:13][CH:14]=[C:9]([NH2:6])[C:10]=1[NH2:16]. The catalyst class is: 6. (3) Reactant: BrC1[S:3][C:4]2[CH:10]=[C:9]([O:11][CH2:12][O:13][CH2:14][CH3:15])[CH:8]=[CH:7][C:5]=2[N:6]=1.[OH-].[K+].C(O)(=O)C. Product: [NH2:6][C:5]1[CH:7]=[CH:8][C:9]([O:11][CH2:12][O:13][CH2:14][CH3:15])=[CH:10][C:4]=1[SH:3]. The catalyst class is: 430.